Dataset: Peptide-MHC class I binding affinity with 185,985 pairs from IEDB/IMGT. Task: Regression. Given a peptide amino acid sequence and an MHC pseudo amino acid sequence, predict their binding affinity value. This is MHC class I binding data. (1) The binding affinity (normalized) is 0.0847. The MHC is HLA-B40:01 with pseudo-sequence HLA-B40:01. The peptide sequence is SHEQGDIAL. (2) The peptide sequence is GLSFLNPEK. The MHC is HLA-A02:03 with pseudo-sequence HLA-A02:03. The binding affinity (normalized) is 0.0847. (3) The peptide sequence is AVHGYYIGY. The MHC is HLA-B08:02 with pseudo-sequence HLA-B08:02. The binding affinity (normalized) is 0.0847. (4) The peptide sequence is VYENAFLPF. The MHC is HLA-A01:01 with pseudo-sequence HLA-A01:01. The binding affinity (normalized) is 0. (5) The peptide sequence is HPASAWTLY. The MHC is HLA-B35:01 with pseudo-sequence HLA-B35:01. The binding affinity (normalized) is 0.835. (6) The peptide sequence is YLQQNWWTL. The binding affinity (normalized) is 0.339. The MHC is HLA-B53:01 with pseudo-sequence HLA-B53:01. (7) The peptide sequence is DPRLVAEHRF. The MHC is HLA-B07:02 with pseudo-sequence HLA-B07:02. The binding affinity (normalized) is 0.0783.